From a dataset of NCI-60 drug combinations with 297,098 pairs across 59 cell lines. Regression. Given two drug SMILES strings and cell line genomic features, predict the synergy score measuring deviation from expected non-interaction effect. (1) Drug 1: COC1=NC(=NC2=C1N=CN2C3C(C(C(O3)CO)O)O)N. Drug 2: CCN(CC)CCCC(C)NC1=C2C=C(C=CC2=NC3=C1C=CC(=C3)Cl)OC. Cell line: SNB-19. Synergy scores: CSS=12.8, Synergy_ZIP=-6.32, Synergy_Bliss=-2.58, Synergy_Loewe=-23.7, Synergy_HSA=-1.20. (2) Synergy scores: CSS=29.9, Synergy_ZIP=-0.767, Synergy_Bliss=2.35, Synergy_Loewe=-38.2, Synergy_HSA=2.68. Drug 2: B(C(CC(C)C)NC(=O)C(CC1=CC=CC=C1)NC(=O)C2=NC=CN=C2)(O)O. Cell line: NCIH23. Drug 1: C(CCl)NC(=O)N(CCCl)N=O. (3) Drug 1: C1C(C(OC1N2C=NC3=C2NC=NCC3O)CO)O. Drug 2: CC1CCCC2(C(O2)CC(NC(=O)CC(C(C(=O)C(C1O)C)(C)C)O)C(=CC3=CSC(=N3)C)C)C. Cell line: NCI/ADR-RES. Synergy scores: CSS=-1.20, Synergy_ZIP=5.37, Synergy_Bliss=0.976, Synergy_Loewe=-3.93, Synergy_HSA=-2.03. (4) Drug 1: C1CC(=O)NC(=O)C1N2CC3=C(C2=O)C=CC=C3N. Drug 2: CC12CCC3C(C1CCC2=O)CC(=C)C4=CC(=O)C=CC34C. Cell line: SW-620. Synergy scores: CSS=10.5, Synergy_ZIP=-0.236, Synergy_Bliss=-3.85, Synergy_Loewe=-13.6, Synergy_HSA=-3.39. (5) Drug 1: CC(C)(C#N)C1=CC(=CC(=C1)CN2C=NC=N2)C(C)(C)C#N. Drug 2: B(C(CC(C)C)NC(=O)C(CC1=CC=CC=C1)NC(=O)C2=NC=CN=C2)(O)O. Cell line: T-47D. Synergy scores: CSS=17.7, Synergy_ZIP=2.92, Synergy_Bliss=3.92, Synergy_Loewe=-18.0, Synergy_HSA=3.97. (6) Drug 1: C(=O)(N)NO. Drug 2: C(CN)CNCCSP(=O)(O)O. Cell line: SNB-19. Synergy scores: CSS=1.27, Synergy_ZIP=-1.10, Synergy_Bliss=-1.64, Synergy_Loewe=0.588, Synergy_HSA=-0.587. (7) Cell line: LOX IMVI. Drug 2: CCC1=C2CN3C(=CC4=C(C3=O)COC(=O)C4(CC)O)C2=NC5=C1C=C(C=C5)O. Drug 1: CCCS(=O)(=O)NC1=C(C(=C(C=C1)F)C(=O)C2=CNC3=C2C=C(C=N3)C4=CC=C(C=C4)Cl)F. Synergy scores: CSS=55.5, Synergy_ZIP=3.24, Synergy_Bliss=3.06, Synergy_Loewe=7.41, Synergy_HSA=10.2. (8) Drug 1: CC(C1=C(C=CC(=C1Cl)F)Cl)OC2=C(N=CC(=C2)C3=CN(N=C3)C4CCNCC4)N. Drug 2: CC1=C(N=C(N=C1N)C(CC(=O)N)NCC(C(=O)N)N)C(=O)NC(C(C2=CN=CN2)OC3C(C(C(C(O3)CO)O)O)OC4C(C(C(C(O4)CO)O)OC(=O)N)O)C(=O)NC(C)C(C(C)C(=O)NC(C(C)O)C(=O)NCCC5=NC(=CS5)C6=NC(=CS6)C(=O)NCCC[S+](C)C)O. Cell line: SF-539. Synergy scores: CSS=0.706, Synergy_ZIP=-5.23, Synergy_Bliss=-9.51, Synergy_Loewe=-17.7, Synergy_HSA=-9.36.